Dataset: Catalyst prediction with 721,799 reactions and 888 catalyst types from USPTO. Task: Predict which catalyst facilitates the given reaction. (1) Reactant: [CH2:1]([O:8][C:9]1[C:10]([CH2:20][CH:21]([C:23]2[CH:28]=[CH:27][CH:26]=[C:25]([C:29]3[S:30][C:31]([CH3:34])=[CH:32][CH:33]=3)[CH:24]=2)[NH2:22])=[CH:11][C:12]([Cl:19])=[C:13]2[C:18]=1[N:17]=[CH:16][CH:15]=[CH:14]2)[C:2]1[CH:7]=[CH:6][CH:5]=[CH:4][CH:3]=1.[O:35]([CH2:42][C:43](Cl)=[O:44])[C:36]1[CH:41]=[CH:40][CH:39]=[CH:38][CH:37]=1.C(OCC)(=O)C.[Si](I)(C)(C)C. Product: [CH2:1]([O:8][C:9]1[C:10]([CH2:20][CH:21]([NH:22][C:43](=[O:44])[CH2:42][O:35][C:36]2[CH:41]=[CH:40][CH:39]=[CH:38][CH:37]=2)[C:23]2[CH:28]=[CH:27][CH:26]=[C:25]([C:29]3[S:30][C:31]([CH3:34])=[CH:32][CH:33]=3)[CH:24]=2)=[CH:11][C:12]([Cl:19])=[C:13]2[C:18]=1[N:17]=[CH:16][CH:15]=[CH:14]2)[C:2]1[CH:7]=[CH:6][CH:5]=[CH:4][CH:3]=1.[Cl:19][C:12]1[CH:11]=[C:10]([CH2:20][CH:21]([NH:22][C:43](=[O:44])[CH2:42][O:35][C:36]2[CH:41]=[CH:40][CH:39]=[CH:38][CH:37]=2)[C:23]2[CH:28]=[CH:27][CH:26]=[C:25]([C:29]3[S:30][C:31]([CH3:34])=[CH:32][CH:33]=3)[CH:24]=2)[C:9]([OH:8])=[C:18]2[C:13]=1[CH:14]=[CH:15][CH:16]=[N:17]2. The catalyst class is: 26. (2) Reactant: C(O[CH:4]=[CH:5][C:6](=O)[C:7]([F:10])([F:9])[F:8])C.[C:12]([NH2:18])(=[O:17])[CH2:13][C:14]([CH3:16])=[O:15].[O-]CC.[Na+:22]. Product: [C:14]([C:13]1[C:12]([O-:17])=[N:18][C:6]([C:7]([F:8])([F:9])[F:10])=[CH:5][CH:4]=1)(=[O:15])[CH3:16].[Na+:22]. The catalyst class is: 8. (3) Reactant: [Cl:1][C:2]1[CH:7]=[CH:6][C:5]([S:8]([N:11]2[CH2:16][CH2:15][CH2:14][C@@H:13]([NH:17][C:18]3[N:23]=[C:22]([C:24]4[N:31]5[C:27]([S:28][CH:29]=[CH:30]5)=[N:26][C:25]=4[C:32]4[CH:33]=[C:34]([CH:37]=[CH:38][CH:39]=4)[CH:35]=O)[CH:21]=[CH:20][N:19]=3)[CH2:12]2)(=[O:10])=[O:9])=[CH:4][CH:3]=1.Cl.[NH2:41][OH:42].C(O)(=O)C. Product: [Cl:1][C:2]1[CH:7]=[CH:6][C:5]([S:8]([N:11]2[CH2:16][CH2:15][CH2:14][C@@H:13]([NH:17][C:18]3[N:23]=[C:22]([C:24]4[N:31]5[C:27]([S:28][CH:29]=[CH:30]5)=[N:26][C:25]=4[C:32]4[CH:33]=[C:34]([CH:37]=[CH:38][CH:39]=4)[CH:35]=[N:41][OH:42])[CH:21]=[CH:20][N:19]=3)[CH2:12]2)(=[O:10])=[O:9])=[CH:4][CH:3]=1. The catalyst class is: 138. (4) Reactant: [N+](C1C=CC(S([N:13]([C@H:20]2[CH2:24][CH2:23][N:22]([CH2:25][C:26]3[CH:53]=[CH:52][C:29]([C:30]([NH:32][C:33]4[CH:38]=[C:37]([C:39]5[S:40][CH:41]=[CH:42][CH:43]=5)[CH:36]=[CH:35][C:34]=4[NH:44][C:45](=[O:51])[O:46][C:47]([CH3:50])([CH3:49])[CH3:48])=[O:31])=[CH:28][CH:27]=3)[CH2:21]2)[C:14]2[CH:15]=[N:16][CH:17]=[CH:18][CH:19]=2)(=O)=O)=CC=1)([O-])=O.SCC(O)=O.[OH-].[Li+].CCOC(C)=O. Product: [N:16]1[CH:17]=[CH:18][CH:19]=[C:14]([NH:13][C@H:20]2[CH2:24][CH2:23][N:22]([CH2:25][C:26]3[CH:27]=[CH:28][C:29]([C:30]([NH:32][C:33]4[CH:38]=[C:37]([C:39]5[S:40][CH:41]=[CH:42][CH:43]=5)[CH:36]=[CH:35][C:34]=4[NH:44][C:45](=[O:51])[O:46][C:47]([CH3:50])([CH3:48])[CH3:49])=[O:31])=[CH:52][CH:53]=3)[CH2:21]2)[CH:15]=1. The catalyst class is: 121. (5) Reactant: [Cl:1][C:2]1[C:3]([C:9](=[N:24][OH:25])[CH2:10][NH:11][C:12](=[O:23])[C:13]2[CH:18]=[CH:17][CH:16]=[CH:15][C:14]=2[C:19]([F:22])([F:21])[F:20])=[N:4][CH:5]=[C:6]([Cl:8])[CH:7]=1.C(=O)([O-])[O-].[K+].[K+].Br[CH:33]([C:35]1[CH:40]=[CH:39][C:38]([F:41])=[CH:37][CH:36]=1)[CH3:34].O. Product: [Cl:1][C:2]1[C:3]([C:9](=[N:24][O:25][CH:33]([C:35]2[CH:40]=[CH:39][C:38]([F:41])=[CH:37][CH:36]=2)[CH3:34])[CH2:10][NH:11][C:12](=[O:23])[C:13]2[CH:18]=[CH:17][CH:16]=[CH:15][C:14]=2[C:19]([F:20])([F:22])[F:21])=[N:4][CH:5]=[C:6]([Cl:8])[CH:7]=1. The catalyst class is: 9. (6) Reactant: [C:1]([N:8]([CH2:10][CH2:11][CH2:12][S:13]([C:16]1[CH:17]=[C:18]([C:22]2[CH:27]=[CH:26][C:25]([CH:28]3[N:32]([C:33]4[CH:38]=[CH:37][C:36]([F:39])=[CH:35][C:34]=4[F:40])[N:31]=[C:30]([C:41]([C:47]([F:50])([F:49])[F:48])([C:43]([F:46])([F:45])[F:44])[OH:42])[CH2:29]3)=[CH:24][CH:23]=2)[CH:19]=[CH:20][CH:21]=1)(=[O:15])=[O:14])C)(OC(C)(C)C)=O.FC(F)(F)C(O)=O. Product: [F:40][C:34]1[CH:35]=[C:36]([F:39])[CH:37]=[CH:38][C:33]=1[N:32]1[CH:28]([C:25]2[CH:26]=[CH:27][C:22]([C:18]3[CH:19]=[CH:20][CH:21]=[C:16]([S:13]([CH2:12][CH2:11][CH2:10][NH:8][CH3:1])(=[O:14])=[O:15])[CH:17]=3)=[CH:23][CH:24]=2)[CH2:29][C:30]([C:41]([C:47]([F:48])([F:49])[F:50])([C:43]([F:46])([F:45])[F:44])[OH:42])=[N:31]1. The catalyst class is: 4. (7) Reactant: [I:1][C:2]1[C:10]2[C:5](=[N:6][CH:7]=[N:8][C:9]=2[NH2:11])[NH:4][N:3]=1.[N:12]1[CH:17]=[CH:16][CH:15]=[C:14]([CH2:18][CH2:19][CH2:20]O)[CH:13]=1.C1(P(C2C=CC=CC=2)C2C=CC=CC=2)C=CC=CC=1.N(C(OC(C)C)=O)=NC(OC(C)C)=O. Product: [I:1][C:2]1[C:10]2[C:5](=[N:6][CH:7]=[N:8][C:9]=2[NH2:11])[N:4]([CH2:20][CH2:19][CH2:18][C:14]2[CH:13]=[N:12][CH:17]=[CH:16][CH:15]=2)[N:3]=1. The catalyst class is: 1. (8) The catalyst class is: 25. Product: [NH2:1][C:2]1[C:11]2[C:6](=[CH:7][C:8]([O:15][CH3:16])=[C:9]([O:13][CH3:14])[C:10]=2[C:36]2[CH:37]=[CH:38][C:33]([F:32])=[CH:34][CH:35]=2)[N:5]=[C:4]([N:17]2[CH2:23][CH2:22][CH2:21][N:20]([C:24]([N:26]3[CH2:31][CH2:30][O:29][CH2:28][CH2:27]3)=[O:25])[CH2:19][CH2:18]2)[N:3]=1. Reactant: [NH2:1][C:2]1[C:11]2[C:6](=[CH:7][C:8]([O:15][CH3:16])=[C:9]([O:13][CH3:14])[C:10]=2I)[N:5]=[C:4]([N:17]2[CH2:23][CH2:22][CH2:21][N:20]([C:24]([N:26]3[CH2:31][CH2:30][O:29][CH2:28][CH2:27]3)=[O:25])[CH2:19][CH2:18]2)[N:3]=1.[F:32][C:33]1[CH:38]=[CH:37][C:36](B(O)O)=[CH:35][CH:34]=1. (9) Reactant: [NH2:1][C:2]1[CH:12]=[CH:11][C:5]([C:6]([O:8][CH2:9][CH3:10])=[O:7])=[CH:4][CH:3]=1.[C:13]1(=O)[CH2:18][CH2:17][CH2:16][CH2:15][CH2:14]1.C[Si]([C:24]#[N:25])(C)C. Product: [CH2:9]([O:8][C:6](=[O:7])[C:5]1[CH:4]=[CH:3][C:2]([NH:1][C:13]2([C:24]#[N:25])[CH2:18][CH2:17][CH2:16][CH2:15][CH2:14]2)=[CH:12][CH:11]=1)[CH3:10]. The catalyst class is: 15. (10) Reactant: [C:1]([Si:5]([CH3:18])([CH3:17])[O:6][C:7]1[CH:16]=[CH:15][C:10]2[C:11](=[O:14])[CH2:12][O:13][C:9]=2[CH:8]=1)([CH3:4])([CH3:3])[CH3:2].CCN(C(C)C)C(C)C.[S:28](O[S:28]([C:31]([F:34])([F:33])[F:32])(=[O:30])=[O:29])([C:31]([F:34])([F:33])[F:32])(=[O:30])=[O:29]. Product: [C:1]([Si:5]([CH3:18])([CH3:17])[O:6][C:7]1[CH:16]=[CH:15][C:10]2[C:11]([O:14][S:28]([C:31]([F:34])([F:33])[F:32])(=[O:30])=[O:29])=[CH:12][O:13][C:9]=2[CH:8]=1)([CH3:4])([CH3:3])[CH3:2]. The catalyst class is: 2.